Dataset: HIV replication inhibition screening data with 41,000+ compounds from the AIDS Antiviral Screen. Task: Binary Classification. Given a drug SMILES string, predict its activity (active/inactive) in a high-throughput screening assay against a specified biological target. (1) The compound is C=CCC12CC(=O)CCC1c1ccc(OC)cc1C2=O. The result is 0 (inactive). (2) The drug is Oc1cc(NCc2ccncc2)nc(O)n1. The result is 0 (inactive). (3) The compound is Cc1ccc(S(=O)(=O)Nc2cccc(C)c2C)cc1. The result is 0 (inactive). (4) The molecule is COC(=O)C1CCCCCCCCCCC12SCCCS2. The result is 0 (inactive). (5) The drug is CC(=NNC(=S)N1CCC1)c1ccccn1. The result is 0 (inactive). (6) The molecule is CC(C)(C)NN=C(C(=O)NC1=C(Cl)C(=O)c2ccccc2C1=O)C1C=CCS1(=O)=O. The result is 0 (inactive).